Task: Predict the reactants needed to synthesize the given product.. Dataset: Full USPTO retrosynthesis dataset with 1.9M reactions from patents (1976-2016) Given the product [C:26]([C:23]1[CH:24]=[CH:25][C:20]([O:19][C:17](=[O:18])[CH2:16][C:11]2[CH:12]=[CH:13][CH:14]=[CH:15][C:10]=2[NH:9][C:3]2[C:2]([Cl:1])=[CH:7][CH:6]=[CH:5][C:4]=2[Cl:8])=[CH:21][CH:22]=1)(=[S:38])[NH2:27], predict the reactants needed to synthesize it. The reactants are: [Cl:1][C:2]1[CH:7]=[CH:6][CH:5]=[C:4]([Cl:8])[C:3]=1[NH:9][C:10]1[CH:15]=[CH:14][CH:13]=[CH:12][C:11]=1[CH2:16][C:17]([O:19][C:20]1[CH:25]=[CH:24][C:23]([C:26](=O)[NH2:27])=[CH:22][CH:21]=1)=[O:18].COC1C=CC(P2(SP(C3C=CC(OC)=CC=3)(=S)S2)=[S:38])=CC=1.